Dataset: Catalyst prediction with 721,799 reactions and 888 catalyst types from USPTO. Task: Predict which catalyst facilitates the given reaction. (1) Reactant: C[Al](C)C.[CH3:5][O:6][C:7]1[CH:8]=[C:9]([CH2:15][CH2:16][C:17]2[CH:18]=[C:19]([NH2:22])[NH:20][N:21]=2)[CH:10]=[C:11]([O:13][CH3:14])[CH:12]=1.[CH2:23]([N:25]1[CH2:30][CH2:29][N:28]([C:31]2[CH:40]=[CH:39][C:34]([C:35](OC)=[O:36])=[CH:33][CH:32]=2)[CH2:27][CH2:26]1)[CH3:24].Cl. The catalyst class is: 224. Product: [CH3:14][O:13][C:11]1[CH:10]=[C:9]([CH2:15][CH2:16][C:17]2[CH:18]=[C:19]([NH:22][C:35](=[O:36])[C:34]3[CH:33]=[CH:32][C:31]([N:28]4[CH2:27][CH2:26][N:25]([CH2:23][CH3:24])[CH2:30][CH2:29]4)=[CH:40][CH:39]=3)[NH:20][N:21]=2)[CH:8]=[C:7]([O:6][CH3:5])[CH:12]=1. (2) Reactant: C[O:2][C:3](=[O:38])[C@@H:4]([N:12]([C:35](=[O:37])[CH3:36])[CH:13]1[CH2:18][CH2:17][N:16]([CH2:19][C:20]2[CH:25]=[CH:24][CH:23]=[C:22]([O:26][C:27]3[CH:32]=[CH:31][CH:30]=[CH:29][C:28]=3[O:33][CH3:34])[CH:21]=2)[CH2:15][CH2:14]1)[CH2:5][C:6]1[CH:11]=[CH:10][CH:9]=[CH:8][CH:7]=1.[OH-].[Li+]. Product: [C:35]([N:12]([CH:13]1[CH2:14][CH2:15][N:16]([CH2:19][C:20]2[CH:25]=[CH:24][CH:23]=[C:22]([O:26][C:27]3[CH:32]=[CH:31][CH:30]=[CH:29][C:28]=3[O:33][CH3:34])[CH:21]=2)[CH2:17][CH2:18]1)[C@@H:4]([CH2:5][C:6]1[CH:7]=[CH:8][CH:9]=[CH:10][CH:11]=1)[C:3]([OH:38])=[O:2])(=[O:37])[CH3:36]. The catalyst class is: 20.